From a dataset of Forward reaction prediction with 1.9M reactions from USPTO patents (1976-2016). Predict the product of the given reaction. The product is: [ClH:17].[CH3:20][O:19][CH:18]([O:21][CH3:22])[C@@H:9]([NH:8][CH3:1])[CH3:10]. Given the reactants [C:1]([N:8](C)[C@H:9](C=O)[CH3:10])(OC(C)(C)C)=O.C([Cl:17])(=O)C.[CH:18](OC)([O:21][CH3:22])[O:19][CH3:20], predict the reaction product.